This data is from NCI-60 drug combinations with 297,098 pairs across 59 cell lines. The task is: Regression. Given two drug SMILES strings and cell line genomic features, predict the synergy score measuring deviation from expected non-interaction effect. (1) Drug 1: C1=CC(=CC=C1CCC2=CNC3=C2C(=O)NC(=N3)N)C(=O)NC(CCC(=O)O)C(=O)O. Drug 2: CC1=C2C(C(=O)C3(C(CC4C(C3C(C(C2(C)C)(CC1OC(=O)C(C(C5=CC=CC=C5)NC(=O)C6=CC=CC=C6)O)O)OC(=O)C7=CC=CC=C7)(CO4)OC(=O)C)O)C)OC(=O)C. Cell line: NCIH23. Synergy scores: CSS=44.7, Synergy_ZIP=0.222, Synergy_Bliss=1.73, Synergy_Loewe=-17.7, Synergy_HSA=1.13. (2) Drug 1: C1=NC2=C(N1)C(=S)N=C(N2)N. Drug 2: CC1=C(C=C(C=C1)NC(=O)C2=CC=C(C=C2)CN3CCN(CC3)C)NC4=NC=CC(=N4)C5=CN=CC=C5. Cell line: MALME-3M. Synergy scores: CSS=16.9, Synergy_ZIP=-7.28, Synergy_Bliss=1.21, Synergy_Loewe=-7.15, Synergy_HSA=-1.19. (3) Drug 1: C1=CC(=CC=C1CCC2=CNC3=C2C(=O)NC(=N3)N)C(=O)NC(CCC(=O)O)C(=O)O. Drug 2: CN(C(=O)NC(C=O)C(C(C(CO)O)O)O)N=O. Cell line: SF-295. Synergy scores: CSS=31.9, Synergy_ZIP=-0.865, Synergy_Bliss=-0.396, Synergy_Loewe=0.730, Synergy_HSA=1.07. (4) Drug 1: CCC1=CC2CC(C3=C(CN(C2)C1)C4=CC=CC=C4N3)(C5=C(C=C6C(=C5)C78CCN9C7C(C=CC9)(C(C(C8N6C)(C(=O)OC)O)OC(=O)C)CC)OC)C(=O)OC.C(C(C(=O)O)O)(C(=O)O)O. Drug 2: CC1C(C(CC(O1)OC2CC(CC3=C2C(=C4C(=C3O)C(=O)C5=C(C4=O)C(=CC=C5)OC)O)(C(=O)C)O)N)O.Cl. Cell line: NCI-H226. Synergy scores: CSS=46.8, Synergy_ZIP=1.01, Synergy_Bliss=5.08, Synergy_Loewe=2.20, Synergy_HSA=5.45. (5) Drug 1: C1CC(=O)NC(=O)C1N2CC3=C(C2=O)C=CC=C3N. Drug 2: C1=CC=C(C(=C1)C(C2=CC=C(C=C2)Cl)C(Cl)Cl)Cl. Cell line: COLO 205. Synergy scores: CSS=-4.30, Synergy_ZIP=-1.27, Synergy_Bliss=-1.98, Synergy_Loewe=-0.691, Synergy_HSA=-1.15. (6) Drug 1: CN1C(=O)N2C=NC(=C2N=N1)C(=O)N. Drug 2: CCCCC(=O)OCC(=O)C1(CC(C2=C(C1)C(=C3C(=C2O)C(=O)C4=C(C3=O)C=CC=C4OC)O)OC5CC(C(C(O5)C)O)NC(=O)C(F)(F)F)O. Cell line: CAKI-1. Synergy scores: CSS=39.5, Synergy_ZIP=-0.884, Synergy_Bliss=-2.07, Synergy_Loewe=-27.1, Synergy_HSA=-6.51.